From a dataset of Full USPTO retrosynthesis dataset with 1.9M reactions from patents (1976-2016). Predict the reactants needed to synthesize the given product. (1) Given the product [NH2:8][C:9]1[CH:10]=[N:11][CH:12]=[CH:13][C:14]=1[C@@H:15]1[CH2:16][C@H:17]([CH3:31])[C@H:18]([N:29]([CH3:30])[C:42](=[O:43])[O:44][CH3:45])[C@H:19]([NH:21][C:22]([O:23][C:24]([CH3:27])([CH3:25])[CH3:26])=[O:28])[CH2:20]1, predict the reactants needed to synthesize it. The reactants are: C(OC([NH:8][C:9]1[CH:10]=[N:11][CH:12]=[CH:13][C:14]=1[C@H:15]1[CH2:20][C@@H:19]([NH:21][C:22](=[O:28])[O:23][C:24]([CH3:27])([CH3:26])[CH3:25])[C@@H:18]([NH:29][CH3:30])[C@@H:17]([CH3:31])[CH2:16]1)=O)(C)(C)C.CCN(C(C)C)C(C)C.Cl[C:42]([O:44][CH3:45])=[O:43].Cl.O1CCOCC1.C(=O)(ON1C(=O)CCC1=O)OC(C)(C)C. (2) Given the product [C:16]([N:19]([CH2:42][CH:43]1[CH2:45][CH2:44]1)[C:20]1[CH:21]=[C:22]([CH:27]=[C:28]([O:30][C:31]2[CH:36]=[N:35][C:34]([N:37]([CH2:38][CH:39]3[CH2:40][CH2:41]3)[C:7]([CH:4]3[CH2:3][CH2:2][O:1][CH2:6][CH2:5]3)=[O:9])=[CH:33][N:32]=2)[CH:29]=1)[C:23]([OH:25])=[O:24])(=[O:18])[CH3:17], predict the reactants needed to synthesize it. The reactants are: [O:1]1[CH2:6][CH2:5][CH:4]([C:7]([OH:9])=O)[CH2:3][CH2:2]1.C(Cl)(=O)C(Cl)=O.[C:16]([N:19]([CH2:42][CH:43]1[CH2:45][CH2:44]1)[C:20]1[CH:21]=[C:22]([CH:27]=[C:28]([O:30][C:31]2[CH:36]=[N:35][C:34]([NH:37][CH2:38][CH:39]3[CH2:41][CH2:40]3)=[CH:33][N:32]=2)[CH:29]=1)[C:23]([O:25]C)=[O:24])(=[O:18])[CH3:17].Cl.[OH-].[Na+]. (3) The reactants are: Br[C:2]1[CH:7]=[CH:6][N:5]=[C:4]2[N:8]([S:11]([C:14]3[CH:19]=[CH:18][CH:17]=[CH:16][CH:15]=3)(=[O:13])=[O:12])[CH:9]=[CH:10][C:3]=12.[F:20][C:21]1[CH:22]=[CH:23][C:24]([O:30][CH3:31])=[C:25](B(O)O)[CH:26]=1.C(=O)([O-])[O-].[K+].[K+]. Given the product [F:20][C:21]1[CH:26]=[CH:25][C:24]([O:30][CH3:31])=[C:23]([C:2]2[CH:7]=[CH:6][N:5]=[C:4]3[N:8]([S:11]([C:14]4[CH:19]=[CH:18][CH:17]=[CH:16][CH:15]=4)(=[O:13])=[O:12])[CH:9]=[CH:10][C:3]=23)[CH:22]=1, predict the reactants needed to synthesize it.